From a dataset of NCI-60 drug combinations with 297,098 pairs across 59 cell lines. Regression. Given two drug SMILES strings and cell line genomic features, predict the synergy score measuring deviation from expected non-interaction effect. (1) Drug 1: CC12CCC3C(C1CCC2=O)CC(=C)C4=CC(=O)C=CC34C. Drug 2: C1=CC=C(C=C1)NC(=O)CCCCCCC(=O)NO. Cell line: MDA-MB-435. Synergy scores: CSS=42.7, Synergy_ZIP=3.82, Synergy_Bliss=4.36, Synergy_Loewe=-2.72, Synergy_HSA=4.14. (2) Drug 1: C1=NC2=C(N1)C(=S)N=C(N2)N. Drug 2: C1=CN(C(=O)N=C1N)C2C(C(C(O2)CO)O)O.Cl. Cell line: HS 578T. Synergy scores: CSS=26.4, Synergy_ZIP=-6.87, Synergy_Bliss=-3.99, Synergy_Loewe=-10.4, Synergy_HSA=-2.53. (3) Drug 1: CN(CC1=CN=C2C(=N1)C(=NC(=N2)N)N)C3=CC=C(C=C3)C(=O)NC(CCC(=O)O)C(=O)O. Drug 2: C1CN(CCN1C(=O)CCBr)C(=O)CCBr. Cell line: NCIH23. Synergy scores: CSS=30.0, Synergy_ZIP=-7.74, Synergy_Bliss=-2.06, Synergy_Loewe=-4.68, Synergy_HSA=-0.106. (4) Drug 1: CCC1=CC2CC(C3=C(CN(C2)C1)C4=CC=CC=C4N3)(C5=C(C=C6C(=C5)C78CCN9C7C(C=CC9)(C(C(C8N6C)(C(=O)OC)O)OC(=O)C)CC)OC)C(=O)OC.C(C(C(=O)O)O)(C(=O)O)O. Drug 2: CC1C(C(CC(O1)OC2CC(CC3=C2C(=C4C(=C3O)C(=O)C5=CC=CC=C5C4=O)O)(C(=O)C)O)N)O. Cell line: LOX IMVI. Synergy scores: CSS=45.0, Synergy_ZIP=2.49, Synergy_Bliss=5.28, Synergy_Loewe=-6.33, Synergy_HSA=7.28. (5) Drug 1: C1CCC(C1)C(CC#N)N2C=C(C=N2)C3=C4C=CNC4=NC=N3. Drug 2: CC=C1C(=O)NC(C(=O)OC2CC(=O)NC(C(=O)NC(CSSCCC=C2)C(=O)N1)C(C)C)C(C)C. Cell line: MDA-MB-435. Synergy scores: CSS=19.7, Synergy_ZIP=2.85, Synergy_Bliss=1.08, Synergy_Loewe=-62.1, Synergy_HSA=-3.15. (6) Drug 1: C1=CC(=C2C(=C1NCCNCCO)C(=O)C3=C(C=CC(=C3C2=O)O)O)NCCNCCO. Drug 2: COCCOC1=C(C=C2C(=C1)C(=NC=N2)NC3=CC=CC(=C3)C#C)OCCOC.Cl. Cell line: M14. Synergy scores: CSS=19.5, Synergy_ZIP=-0.319, Synergy_Bliss=0.131, Synergy_Loewe=-33.5, Synergy_HSA=-0.642. (7) Drug 1: C1CN1P(=S)(N2CC2)N3CC3. Drug 2: CC1C(C(CC(O1)OC2CC(CC3=C2C(=C4C(=C3O)C(=O)C5=CC=CC=C5C4=O)O)(C(=O)C)O)N)O. Cell line: SNB-19. Synergy scores: CSS=36.5, Synergy_ZIP=-5.95, Synergy_Bliss=-5.52, Synergy_Loewe=-1.48, Synergy_HSA=-0.648. (8) Drug 1: C(CN)CNCCSP(=O)(O)O. Drug 2: CC1C(C(CC(O1)OC2CC(CC3=C2C(=C4C(=C3O)C(=O)C5=C(C4=O)C(=CC=C5)OC)O)(C(=O)CO)O)N)O.Cl. Cell line: DU-145. Synergy scores: CSS=35.3, Synergy_ZIP=0.526, Synergy_Bliss=-0.0599, Synergy_Loewe=-22.6, Synergy_HSA=0.618. (9) Drug 1: C1C(C(OC1N2C=NC3=C2NC=NCC3O)CO)O. Drug 2: N.N.Cl[Pt+2]Cl. Cell line: U251. Synergy scores: CSS=48.4, Synergy_ZIP=1.89, Synergy_Bliss=3.41, Synergy_Loewe=-0.918, Synergy_HSA=3.89.